Dataset: Peptide-MHC class II binding affinity with 134,281 pairs from IEDB. Task: Regression. Given a peptide amino acid sequence and an MHC pseudo amino acid sequence, predict their binding affinity value. This is MHC class II binding data. (1) The peptide sequence is RLKGKSCDDWLGGSV. The MHC is DRB1_0405 with pseudo-sequence DRB1_0405. The binding affinity (normalized) is 0.359. (2) The peptide sequence is ASRTSITGRAWENTV. The MHC is DRB1_0101 with pseudo-sequence DRB1_0101. The binding affinity (normalized) is 0.401.